From a dataset of Reaction yield outcomes from USPTO patents with 853,638 reactions. Predict the reaction yield, written as a fraction of the theoretical maximum amount of product (1.0 means a 100% yield; for example, 0.34 means a 34% yield). (1) The reactants are [OH:1][C:2]([C:34]1[S:35][CH:36]=[CH:37][CH:38]=1)([C:29]1[S:30][CH:31]=[CH:32][CH:33]=1)[C:3]([O:5][C@H:6]1[CH2:11][CH2:10][C@H:9]([N:12]([CH2:14][CH2:15][CH2:16][N:17]2[C:21]3[CH:22]=[CH:23][C:24]([CH:26]=O)=[CH:25][C:20]=3[NH:19][C:18]2=[O:28])[CH3:13])[CH2:8][CH2:7]1)=[O:4].C(O)(=O)C.[NH2:43][CH2:44][C@@H:45]([C:54]1[CH:63]=[CH:62][C:61]([OH:64])=[C:60]2[C:55]=1[CH:56]=[CH:57][C:58](=[O:65])[NH:59]2)[O:46][Si:47]([C:50]([CH3:53])([CH3:52])[CH3:51])([CH3:49])[CH3:48].C(N(C(C)C)CC)(C)C.C(O[BH-](OC(=O)C)OC(=O)C)(=O)C.[Na+]. The catalyst is CO.C1COCC1. The product is [OH:1][C:2]([C:29]1[S:30][CH:31]=[CH:32][CH:33]=1)([C:34]1[S:35][CH:36]=[CH:37][CH:38]=1)[C:3]([O:5][C@H:6]1[CH2:11][CH2:10][C@H:9]([N:12]([CH2:14][CH2:15][CH2:16][N:17]2[C:21]3[CH:22]=[CH:23][C:24]([CH2:26][NH:43][CH2:44][C@H:45]([O:46][Si:47]([C:50]([CH3:53])([CH3:52])[CH3:51])([CH3:49])[CH3:48])[C:54]4[CH:63]=[CH:62][C:61]([OH:64])=[C:60]5[C:55]=4[CH:56]=[CH:57][C:58](=[O:65])[NH:59]5)=[CH:25][C:20]=3[NH:19][C:18]2=[O:28])[CH3:13])[CH2:8][CH2:7]1)=[O:4]. The yield is 0.710. (2) The reactants are C[O:2][C:3]([C:5]1[CH:6]=[C:7]2[C:12](=[CH:13][CH:14]=1)[N:11]=[CH:10][C:9]([O:15][C:16]1[C:21]([Cl:22])=[CH:20][C:19]([NH:23][S:24]([C:27]3[CH:32]=[CH:31][C:30]([Cl:33])=[CH:29][C:28]=3[Cl:34])(=[O:26])=[O:25])=[CH:18][C:17]=1[Cl:35])=[CH:8]2)=[O:4].[OH-].[Na+].Cl. The catalyst is C1COCC1.CO. The product is [Cl:22][C:21]1[CH:20]=[C:19]([NH:23][S:24]([C:27]2[CH:32]=[CH:31][C:30]([Cl:33])=[CH:29][C:28]=2[Cl:34])(=[O:26])=[O:25])[CH:18]=[C:17]([Cl:35])[C:16]=1[O:15][C:9]1[CH:10]=[N:11][C:12]2[C:7]([CH:8]=1)=[CH:6][C:5]([C:3]([OH:4])=[O:2])=[CH:14][CH:13]=2. The yield is 0.780. (3) The reactants are [Br:1][C:2]1[NH:10][C:9]2[C:8](=[O:11])[N:7]3[C:12]([CH2:15][CH2:16][C:17](O)=[O:18])=[N:13][N:14]=[C:6]3[N:5]([CH2:20][CH2:21][CH2:22][CH2:23][CH3:24])[C:4]=2[N:3]=1.[NH:25]1[CH2:30][CH2:29][O:28][CH2:27][CH2:26]1.C(N(CC)CC)C.F[P-](F)(F)(F)(F)F.N1(O[P+](N(C)C)(N(C)C)N(C)C)C2C=CC=CC=2N=N1. The catalyst is C(Cl)Cl. The product is [Br:1][C:2]1[NH:10][C:9]2[C:8](=[O:11])[N:7]3[C:12]([CH2:15][CH2:16][C:17]([N:25]4[CH2:30][CH2:29][O:28][CH2:27][CH2:26]4)=[O:18])=[N:13][N:14]=[C:6]3[N:5]([CH2:20][CH2:21][CH2:22][CH2:23][CH3:24])[C:4]=2[N:3]=1. The yield is 0.600. (4) The reactants are [Cl:1][C:2]1[C:7]([F:8])=[C:6]([NH2:9])[CH:5]=[CH:4][N:3]=1.[Li+].C[Si]([N-][Si](C)(C)C)(C)C.[Cl:20][C:21]1[CH:29]=[C:28]([I:30])[CH:27]=[C:26]([F:31])[C:22]=1[C:23](Cl)=[O:24]. The catalyst is C1COCC1. The product is [Cl:20][C:21]1[CH:29]=[C:28]([I:30])[CH:27]=[C:26]([F:31])[C:22]=1[C:23]([NH:9][C:6]1[CH:5]=[CH:4][N:3]=[C:2]([Cl:1])[C:7]=1[F:8])=[O:24]. The yield is 0.768.